From a dataset of Full USPTO retrosynthesis dataset with 1.9M reactions from patents (1976-2016). Predict the reactants needed to synthesize the given product. Given the product [Cl:1][C:2]1[CH:7]=[CH:6][C:5]([C:8]2[C:9]([CH3:15])([CH3:14])[CH2:10][NH:11][CH2:12][CH:13]=2)=[CH:4][CH:3]=1, predict the reactants needed to synthesize it. The reactants are: [Cl:1][C:2]1[CH:7]=[CH:6][C:5]([C@:8]2(O)[CH2:13][CH2:12][NH:11][CH2:10][C:9]2([CH3:15])[CH3:14])=[CH:4][CH:3]=1.C(O)(=O)[C@H]([C@@H](C(O)=O)O)O.